Predict which catalyst facilitates the given reaction. From a dataset of Catalyst prediction with 721,799 reactions and 888 catalyst types from USPTO. (1) Reactant: [NH2:1][C:2]1[CH:7]=[CH:6][C:5]([S:8][C:9]2[N:14]=[C:13]([NH:15][C:16]3[NH:20][N:19]=[C:18]([CH3:21])[CH:17]=3)[CH:12]=[C:11]([N:22]3[CH2:25][CH2:24][CH2:23]3)[N:10]=2)=[CH:4][CH:3]=1.[C:26]1([CH3:35])[CH:31]=[CH:30][CH:29]=[C:28]([C:32](Cl)=[O:33])[CH:27]=1. Product: [CH3:21][C:18]1[CH:17]=[C:16]([NH:15][C:13]2[CH:12]=[C:11]([N:22]3[CH2:23][CH2:24][CH2:25]3)[N:10]=[C:9]([S:8][C:5]3[CH:6]=[CH:7][C:2]([NH:1][C:32](=[O:33])[C:28]4[CH:29]=[CH:30][CH:31]=[C:26]([CH3:35])[CH:27]=4)=[CH:3][CH:4]=3)[N:14]=2)[NH:20][N:19]=1. The catalyst class is: 17. (2) Reactant: [Cl:1][C:2]1[N:7]=[CH:6][C:5]([S:8][C:9]2[N:13]([C:14]3[CH:19]=[CH:18][CH:17]=[C:16]([F:20])[C:15]=3[F:21])[N:12]=[C:11]([C:22]([O:24]CC)=O)[CH:10]=2)=[CH:4][CH:3]=1.[CH3:27][NH2:28].CO. Product: [Cl:1][C:2]1[N:7]=[CH:6][C:5]([S:8][C:9]2[N:13]([C:14]3[CH:19]=[CH:18][CH:17]=[C:16]([F:20])[C:15]=3[F:21])[N:12]=[C:11]([C:22]([NH:28][CH3:27])=[O:24])[CH:10]=2)=[CH:4][CH:3]=1. The catalyst class is: 5. (3) Reactant: [F:1][C:2]1[CH:3]=[C:4]2[C:10]([I:11])=[N:9][NH:8][C:5]2=[N:6][CH:7]=1.C(=O)([O-])[O-].[Cs+].[Cs+].Br[CH2:19][C:20]1[C:25]([F:26])=[CH:24][CH:23]=[CH:22][N:21]=1.O. Product: [F:1][C:2]1[CH:3]=[C:4]2[C:10]([I:11])=[N:9][N:8]([CH2:19][C:20]3[C:25]([F:26])=[CH:24][CH:23]=[CH:22][N:21]=3)[C:5]2=[N:6][CH:7]=1. The catalyst class is: 3. (4) The catalyst class is: 101. Product: [CH2:1]([N:8]1[CH:13]=[C:12]([C:14]2[C:15]([CH3:20])=[N:16][O:17][C:18]=2[CH3:19])[CH:11]=[C:10]([NH:23][C:24]2[CH:29]=[CH:28][CH:27]=[CH:26][CH:25]=2)[C:9]1=[O:22])[C:2]1[CH:7]=[CH:6][CH:5]=[CH:4][CH:3]=1. Reactant: [CH2:1]([N:8]1[CH:13]=[C:12]([C:14]2[C:15]([CH3:20])=[N:16][O:17][C:18]=2[CH3:19])[CH:11]=[C:10](Cl)[C:9]1=[O:22])[C:2]1[CH:7]=[CH:6][CH:5]=[CH:4][CH:3]=1.[NH2:23][C:24]1[CH:29]=[CH:28][CH:27]=[CH:26][CH:25]=1.C1C=CC(P(C2C(C3C(P(C4C=CC=CC=4)C4C=CC=CC=4)=CC=C4C=3C=CC=C4)=C3C(C=CC=C3)=CC=2)C2C=CC=CC=2)=CC=1.C([O-])([O-])=O.[Cs+].[Cs+]. (5) Reactant: [OH:1][C:2]1[CH:3]=[C:4]([NH:9][C:10]2[C:19]3[C:14](=[CH:15][C:16]([O:22][CH2:23][CH2:24][O:25][CH3:26])=[C:17]([O:20][CH3:21])[CH:18]=3)[N:13]=[CH:12][C:11]=2[C:27]#[N:28])[CH:5]=[CH:6][C:7]=1[CH3:8].C(=O)([O-])[O-:30].[Na+].[Na+].[OH-].[Na+].[O]N(S(=O)([O-])=O)S(=O)([O-])=O.[K+].[K+]. Product: [CH3:21][O:20][C:17]1[CH:18]=[C:19]2[C:14](=[CH:15][C:16]=1[O:22][CH2:23][CH2:24][O:25][CH3:26])[N:13]=[CH:12][C:11]([C:27]#[N:28])=[C:10]2[NH:9][C:4]1[C:5](=[O:30])[CH:6]=[C:7]([CH3:8])[C:2](=[O:1])[CH:3]=1. The catalyst class is: 375. (6) Reactant: [NH2:1][CH:2]([C:6]#[N:7])[C:3]([NH2:5])=[O:4].C(O[CH2:16][CH3:17])(OCC)OCC.[CH2:18]([NH2:20])C. Product: [NH2:7][C:6]1[N:20]([CH2:16][CH3:17])[CH:18]=[N:1][C:2]=1[C:3]([NH2:5])=[O:4]. The catalyst class is: 23. (7) Reactant: C(N(C(C)C)CC)(C)C.C1N(P(Cl)(N2C(=O)OCC2)=O)C(=O)OC1.Cl.[Cl:26][CH2:27][CH2:28][CH2:29][CH:30]([C:35]1[C:40]([F:41])=[CH:39][C:38]([F:42])=[CH:37][C:36]=1[F:43])[C:31]([NH:33][NH2:34])=[O:32].[CH3:44][O:45][C:46]1[CH:47]=[C:48](/[CH:58]=[CH:59]/[C:60](O)=[O:61])[CH:49]=[CH:50][C:51]=1[N:52]1[CH:56]=[C:55]([CH3:57])[N:54]=[CH:53]1.O.C(=O)(O)[O-].[Na+]. Product: [CH3:44][O:45][C:46]1[CH:47]=[C:48](/[CH:58]=[CH:59]/[C:60]([NH:34][NH:33][C:31](=[O:32])[CH:30]([C:35]2[C:36]([F:43])=[CH:37][C:38]([F:42])=[CH:39][C:40]=2[F:41])[CH2:29][CH2:28][CH2:27][Cl:26])=[O:61])[CH:49]=[CH:50][C:51]=1[N:52]1[CH:56]=[C:55]([CH3:57])[N:54]=[CH:53]1. The catalyst class is: 124. (8) Reactant: [C:1](=[O:22])([O:19][CH2:20][CH3:21])[O:2][C:3]1[C:8]([O:9][CH3:10])=[CH:7][CH:6]=[CH:5][C:4]=1[CH2:11][CH2:12][NH:13][C:14](OCC)=[O:15]. Product: [C:1](=[O:22])([O:2][C:3]1[C:8]([O:9][CH3:10])=[CH:7][CH:6]=[C:5]2[C:4]=1[CH2:11][CH2:12][NH:13][C:14]2=[O:15])[O:19][CH2:20][CH3:21]. The catalyst class is: 84. (9) Reactant: Cl[C:2]1[C:3]2[C:4](=[CH:19][N:20](CC3C=CC(OC)=CC=3)[N:21]=2)[N:5]=[C:6]([C:8]2[CH:18]=[CH:17][C:11]3[O:12][CH2:13][C:14](=[O:16])[NH:15][C:10]=3[CH:9]=2)[N:7]=1.[CH3:31][C:32]1[NH:36][C:35]2[CH:37]=[CH:38][C:39]([NH2:41])=[CH:40][C:34]=2[N:33]=1.Cl. Product: [CH3:31][C:32]1[NH:36][C:35]2[CH:37]=[CH:38][C:39]([NH:41][C:2]3[C:3]4[NH:21][N:20]=[CH:19][C:4]=4[N:5]=[C:6]([C:8]4[CH:18]=[CH:17][C:11]5[O:12][CH2:13][C:14](=[O:16])[NH:15][C:10]=5[CH:9]=4)[N:7]=3)=[CH:40][C:34]=2[N:33]=1. The catalyst class is: 71.